Task: Predict the reactants needed to synthesize the given product.. Dataset: Full USPTO retrosynthesis dataset with 1.9M reactions from patents (1976-2016) (1) Given the product [I-:15].[NH:7]1[C:8]2[C:13](=[CH:12][CH:11]=[CH:10][CH:9]=2)[C:5]([CH2:4][N+:2]([CH3:14])([CH3:1])[CH3:3])=[N:6]1, predict the reactants needed to synthesize it. The reactants are: [CH3:1][N:2]([CH2:4][C:5]1[C:13]2[C:8](=[CH:9][CH:10]=[CH:11][CH:12]=2)[NH:7][N:6]=1)[CH3:3].[CH3:14][I:15]. (2) The reactants are: [C:1]1([C:7]2[CH:8]=[C:9]3[N:15]=[C:14]([CH2:16][CH2:17][CH:18]4[NH:24][C:23](=[O:25])[CH2:22][CH2:21][CH2:20][CH2:19]4)[NH:13][C:10]3=[N:11][CH:12]=2)[CH:6]=[CH:5][CH:4]=[CH:3][CH:2]=1.BrC1C=C2N=C(CCC3NC(=O)CCCC3)NC2=NC=1.[CH3:46][N:47]([CH3:66])[S:48](C1C=CC(B2OC(C)(C)C(C)(C)O2)=CC=1)(=[O:50])=[O:49]. Given the product [CH3:46][N:47]([CH3:66])[S:48]([C:4]1[CH:3]=[CH:2][C:1]([C:7]2[CH:8]=[C:9]3[N:15]=[C:14]([CH2:16][CH2:17][CH:18]4[CH2:19][CH2:20][CH2:21][CH2:22][C:23](=[O:25])[NH:24]4)[NH:13][C:10]3=[N:11][CH:12]=2)=[CH:6][CH:5]=1)(=[O:50])=[O:49], predict the reactants needed to synthesize it. (3) Given the product [Cl:1][C:2]1[CH:3]=[C:4]([F:33])[C:5]2[N:11]3[CH:12]=[CH:13][CH:14]=[C:10]3[C@@H:9]([CH2:15][CH2:16][C:17]#[N:35])[O:8][C@H:7]([C:22]3[CH:27]=[CH:26][CH:25]=[C:24]([O:28][CH3:29])[C:23]=3[O:30][CH3:31])[C:6]=2[CH:32]=1, predict the reactants needed to synthesize it. The reactants are: [Cl:1][C:2]1[CH:3]=[C:4]([F:33])[C:5]2[N:11]3[CH:12]=[CH:13][CH:14]=[C:10]3[C@@H:9]([CH2:15][CH2:16][CH2:17]S([O-])(=O)=O)[O:8][C@H:7]([C:22]3[CH:27]=[CH:26][CH:25]=[C:24]([O:28][CH3:29])[C:23]=3[O:30][CH3:31])[C:6]=2[CH:32]=1.[C-]#[N:35].[Na+].O. (4) Given the product [CH2:1]([N:3]1[C:7]2[N:8]=[C:9]([C:18]3[CH:19]=[CH:20][C:21]([NH:24][C:25]([NH:27][C:28]4[CH:29]=[CH:30][C:31]([C:32]([NH:41][CH2:40][CH2:39][O:38][CH3:37])=[O:33])=[CH:35][CH:36]=4)=[O:26])=[CH:22][CH:23]=3)[N:10]=[C:11]([N:12]3[CH2:17][CH2:16][O:15][CH2:14][CH2:13]3)[C:6]=2[CH:5]=[CH:4]1)[CH3:2], predict the reactants needed to synthesize it. The reactants are: [CH2:1]([N:3]1[C:7]2[N:8]=[C:9]([C:18]3[CH:23]=[CH:22][C:21]([NH:24][C:25]([NH:27][C:28]4[CH:36]=[CH:35][C:31]([C:32](O)=[O:33])=[CH:30][CH:29]=4)=[O:26])=[CH:20][CH:19]=3)[N:10]=[C:11]([N:12]3[CH2:17][CH2:16][O:15][CH2:14][CH2:13]3)[C:6]=2[CH:5]=[CH:4]1)[CH3:2].[CH3:37][O:38][CH2:39][CH2:40][NH2:41].